The task is: Predict the product of the given reaction.. This data is from Forward reaction prediction with 1.9M reactions from USPTO patents (1976-2016). (1) Given the reactants [CH2:1]([NH2:4])[CH:2]=[CH2:3].C(O[C@H:9]1[C@H:14]([N:15]=[C:16]=[S:17])[C@@H:13]([O:18][C:19](=[O:21])[CH3:20])[C@H:12]([O:22][C:23](=[O:25])[CH3:24])[C@@H:11]([CH2:26][O:27][C:28](=[O:30])[CH3:29])[O:10]1)(=O)C.C(O)(C(F)(F)F)=O, predict the reaction product. The product is: [C:23]([O:22][C@@H:12]1[C@@H:11]([CH2:26][O:27][C:28](=[O:30])[CH3:29])[O:10][C@H:9]2[C@H:14]([N:15]=[C:16]([NH:4][CH2:1][CH:2]=[CH2:3])[S:17]2)[C@H:13]1[O:18][C:19](=[O:21])[CH3:20])(=[O:25])[CH3:24]. (2) Given the reactants [NH2:1][C:2]1[NH:6][N:5]=[CH:4][C:3]=1[C:7]#[N:8].C([O:11][CH:12]=[CH:13][C:14](OCC)=O)C.C([O-])([O-])=O.[Cs+].[Cs+].Cl, predict the reaction product. The product is: [O:11]=[C:12]1[CH:13]=[CH:14][N:6]2[N:5]=[CH:4][C:3]([C:7]#[N:8])=[C:2]2[NH:1]1. (3) Given the reactants [Cl:1][C:2]1[CH:28]=[CH:27][C:5]([O:6][C:7]2[CH:12]=[CH:11][C:10]([C:13]3[C:17]4[CH:18]=[C:19]([O:22]C)[CH:20]=[CH:21][C:16]=4[O:15][N:14]=3)=[C:9]([CH2:24][CH2:25][CH3:26])[CH:8]=2)=[CH:4][CH:3]=1.B(Br)(Br)Br.CCCCCCC.C(=O)(O)[O-].[Na+], predict the reaction product. The product is: [Cl:1][C:2]1[CH:28]=[CH:27][C:5]([O:6][C:7]2[CH:12]=[CH:11][C:10]([C:13]3[C:17]4[CH:18]=[C:19]([OH:22])[CH:20]=[CH:21][C:16]=4[O:15][N:14]=3)=[C:9]([CH2:24][CH2:25][CH3:26])[CH:8]=2)=[CH:4][CH:3]=1. (4) Given the reactants [C:1]([C:3]1[CH:11]=[CH:10][C:6]([C:7]([OH:9])=O)=[C:5]([CH3:12])[CH:4]=1)#[N:2].C(Cl)(=O)C(Cl)=O.[NH2:19][C:20]1[C:21]([O:51][CH3:52])=[C:22]([CH:48]=[CH:49][CH:50]=1)[C:23]([NH:25][C:26]1[C:31]([CH3:32])=[CH:30][C:29]([C:33]([F:45])([C:41]([F:44])([F:43])[F:42])[C:34]([F:40])([F:39])[C:35]([F:38])([F:37])[F:36])=[CH:28][C:27]=1[CH2:46][CH3:47])=[O:24].N1C=CC=CC=1.C(=O)([O-])O.[Na+], predict the reaction product. The product is: [CH2:46]([C:27]1[CH:28]=[C:29]([C:33]([F:45])([C:41]([F:42])([F:43])[F:44])[C:34]([F:39])([F:40])[C:35]([F:38])([F:37])[F:36])[CH:30]=[C:31]([CH3:32])[C:26]=1[NH:25][C:23](=[O:24])[C:22]1[CH:48]=[CH:49][CH:50]=[C:20]([NH:19][C:7](=[O:9])[C:6]2[CH:10]=[CH:11][C:3]([C:1]#[N:2])=[CH:4][C:5]=2[CH3:12])[C:21]=1[O:51][CH3:52])[CH3:47]. (5) Given the reactants [CH2:1]([O:13][C:14]1[CH:15]=[C:16]([CH:20]=[C:21]([O:36][CH2:37][CH2:38][CH2:39][CH2:40][CH2:41][CH2:42][CH2:43][CH2:44][CH2:45][CH2:46][CH2:47][CH3:48])[C:22]=1[O:23][CH2:24][CH2:25][CH2:26][CH2:27][CH2:28][CH2:29][CH2:30][CH2:31][CH2:32][CH2:33][CH2:34][CH3:35])[C:17](O)=[O:18])[CH2:2][CH2:3][CH2:4][CH2:5][CH2:6][CH2:7][CH2:8][CH2:9][CH2:10][CH2:11][CH3:12].S(Cl)([Cl:51])=O, predict the reaction product. The product is: [CH2:1]([O:13][C:14]1[CH:15]=[C:16]([CH:20]=[C:21]([O:36][CH2:37][CH2:38][CH2:39][CH2:40][CH2:41][CH2:42][CH2:43][CH2:44][CH2:45][CH2:46][CH2:47][CH3:48])[C:22]=1[O:23][CH2:24][CH2:25][CH2:26][CH2:27][CH2:28][CH2:29][CH2:30][CH2:31][CH2:32][CH2:33][CH2:34][CH3:35])[C:17]([Cl:51])=[O:18])[CH2:2][CH2:3][CH2:4][CH2:5][CH2:6][CH2:7][CH2:8][CH2:9][CH2:10][CH2:11][CH3:12].